From a dataset of Full USPTO retrosynthesis dataset with 1.9M reactions from patents (1976-2016). Predict the reactants needed to synthesize the given product. (1) Given the product [I:13][C:3]1[C:2]([NH:1][C:20]([C:19]2[C:15]([CH3:14])=[N:16][N:17]([CH:23]3[CH2:28][CH2:27][CH2:26][CH2:25][O:24]3)[CH:18]=2)=[O:21])=[CH:11][C:10]2[CH2:9][C:8](=[O:12])[CH2:7][CH2:6][C:5]=2[CH:4]=1, predict the reactants needed to synthesize it. The reactants are: [NH2:1][C:2]1[CH:11]=[C:10]2[C:5]([CH2:6][CH2:7][C:8](=[O:12])[CH2:9]2)=[CH:4][C:3]=1[I:13].[CH3:14][C:15]1[C:19]([C:20](O)=[O:21])=[CH:18][N:17]([CH:23]2[CH2:28][CH2:27][CH2:26][CH2:25][O:24]2)[N:16]=1.C1CN(C(Cl)=[N+]2CCCC2)CC1.F[P-](F)(F)(F)(F)F.CCN(C(C)C)C(C)C. (2) Given the product [C:11]([C:8]1([C:4]2[CH:3]=[C:2]([CH:7]=[CH:6][N:5]=2)[C:1]([OH:14])=[O:20])[CH2:10][CH2:9]1)#[N:12], predict the reactants needed to synthesize it. The reactants are: [CH3:1][C:2]1[CH:7]=[CH:6][N:5]=[C:4]([C:8]2([C:11]#[N:12])[CH2:10][CH2:9]2)[CH:3]=1.[Mn]([O-])(=O)(=O)=[O:14].[K+].Cl.[OH2:20]. (3) Given the product [NH2:1][CH2:2][C:3]([NH:5][CH2:6][C:7]([NH:9][CH2:10][C:11]([NH:13][CH2:14][CH2:15][C:16]([O:18][C:19]([CH3:22])([CH3:21])[CH3:20])=[O:17])=[O:12])=[O:8])=[O:4], predict the reactants needed to synthesize it. The reactants are: [NH:1](C(OCC1C=CC=CC=1)=O)[CH2:2][C:3]([NH:5][CH2:6][C:7]([NH:9][CH2:10][C:11]([NH:13][CH2:14][CH2:15][C:16]([O:18][C:19]([CH3:22])([CH3:21])[CH3:20])=[O:17])=[O:12])=[O:8])=[O:4].O. (4) Given the product [Br:29][C:30]1[CH:35]=[CH:34][C:33]([O:36][Si:15]([C:12]([CH3:14])([CH3:13])[CH3:11])([C:23]2[CH:28]=[CH:27][CH:26]=[CH:25][CH:24]=2)[C:17]2[CH:22]=[CH:21][CH:20]=[CH:19][CH:18]=2)=[CH:32][CH:31]=1, predict the reactants needed to synthesize it. The reactants are: CN(C)C=O.N1C=CN=C1.[CH3:11][C:12]([Si:15]([C:23]1[CH:28]=[CH:27][CH:26]=[CH:25][CH:24]=1)([C:17]1[CH:22]=[CH:21][CH:20]=[CH:19][CH:18]=1)Cl)([CH3:14])[CH3:13].[Br:29][C:30]1[CH:35]=[CH:34][C:33]([OH:36])=[CH:32][CH:31]=1. (5) Given the product [NH2:1][C:2]1[C:3]([C:9]([O:11][CH3:12])=[O:10])=[N:4][C:5]([C:20]2[CH:21]=[CH:22][C:17]([C:15](=[O:16])[N:14]([CH3:13])[CH3:26])=[CH:18][CH:19]=2)=[CH:6][N:7]=1, predict the reactants needed to synthesize it. The reactants are: [NH2:1][C:2]1[C:3]([C:9]([O:11][CH3:12])=[O:10])=[N:4][C:5](Br)=[CH:6][N:7]=1.[CH3:13][N:14]([CH3:26])[C:15]([C:17]1[CH:22]=[CH:21][C:20](B(O)O)=[CH:19][CH:18]=1)=[O:16].C(=O)([O-])[O-].[Na+].[Na+].